The task is: Predict the product of the given reaction.. This data is from Forward reaction prediction with 1.9M reactions from USPTO patents (1976-2016). (1) Given the reactants Cl.[NH2:2][CH2:3][CH:4]([C:11]1[C:20]2[C:15](=[CH:16][CH:17]=[C:18]([O:21][CH3:22])[CH:19]=2)[CH:14]=[CH:13][CH:12]=1)[CH2:5][NH:6][C:7](=[O:10])[CH2:8][CH3:9].[S:23](Cl)([CH3:26])(=[O:25])=[O:24], predict the reaction product. The product is: [CH3:22][O:21][C:18]1[CH:19]=[C:20]2[C:15]([CH:14]=[CH:13][CH:12]=[C:11]2[CH:4]([CH2:3][NH:2][S:23]([CH3:26])(=[O:25])=[O:24])[CH2:5][NH:6][C:7](=[O:10])[CH2:8][CH3:9])=[CH:16][CH:17]=1. (2) Given the reactants [NH2:1][N:2]1[N:11]=[C:10]([S:12]([C:15]2[CH:20]=[CH:19][CH:18]=[CH:17][CH:16]=2)(=[O:14])=[O:13])[C:9]2[C:4](=[CH:5][CH:6]=[CH:7][CH:8]=2)[C:3]1=[O:21].[CH3:22][S:23]([C:26]1[CH:31]=[CH:30][C:29]([CH2:32][C:33](O)=[O:34])=[CH:28][CH:27]=1)(=[O:25])=[O:24], predict the reaction product. The product is: [CH3:22][S:23]([C:26]1[CH:31]=[CH:30][C:29]([CH2:32][C:33]([NH:1][N:2]2[N:11]=[C:10]([S:12]([C:15]3[CH:16]=[CH:17][CH:18]=[CH:19][CH:20]=3)(=[O:14])=[O:13])[C:9]3[C:4](=[CH:5][CH:6]=[CH:7][CH:8]=3)[C:3]2=[O:21])=[O:34])=[CH:28][CH:27]=1)(=[O:24])=[O:25]. (3) Given the reactants Cl[C:2]1[N:7]=[CH:6][C:5]([C:8]2([C:19]#[N:20])[CH2:13][C:12]([C:14]([O:16][CH3:17])=[O:15])=[C:11]([OH:18])[CH2:10][CH2:9]2)=[CH:4][CH:3]=1.CC1N=CC(CC#N)=C[N:23]=1, predict the reaction product. The product is: [C:19]([C:8]1([C:5]2[CH:6]=[N:7][C:2]([CH3:3])=[N:23][CH:4]=2)[CH2:13][C:12]([C:14]([O:16][CH3:17])=[O:15])=[C:11]([OH:18])[CH2:10][CH2:9]1)#[N:20]. (4) Given the reactants [O:1]1[C:5]2[CH:6]=[CH:7][C:8]([C:10]3(O)[C:18]4[C:13](=[CH:14][CH:15]=[CH:16][CH:17]=4)[N:12]([CH2:19][C:20]4[CH:25]=[CH:24][C:23]([Cl:26])=[CH:22][CH:21]=4)[C:11]3=[O:27])=[CH:9][C:4]=2[O:3][CH2:2]1.C1(P(C2C=CC=CC=2)C2C=CC=CC=2)C=CC=CC=1.[N:48]([C:55]([O:57][CH2:58][CH3:59])=[O:56])=[N:49][C:50]([O:52][CH2:53][CH3:54])=[O:51], predict the reaction product. The product is: [O:1]1[C:5]2[CH:6]=[CH:7][C:8]([C:10]3([N:48]([C:55]([O:57][CH2:58][CH3:59])=[O:56])[NH:49][C:50]([O:52][CH2:53][CH3:54])=[O:51])[C:18]4[C:13](=[CH:14][CH:15]=[CH:16][CH:17]=4)[N:12]([CH2:19][C:20]4[CH:25]=[CH:24][C:23]([Cl:26])=[CH:22][CH:21]=4)[C:11]3=[O:27])=[CH:9][C:4]=2[O:3][CH2:2]1. (5) The product is: [CH3:19][O:20][C:21]1[CH:29]=[C:28]([O:30][CH3:31])[CH:27]=[CH:26][C:22]=1[C:23]([N:7]1[CH2:8][CH:4]2[CH:5]([CH2:1][N:2]([C:9]3[CH:18]=[N:17][C:16]4[C:11](=[CH:12][CH:13]=[CH:14][CH:15]=4)[N:10]=3)[CH2:3]2)[CH2:6]1)=[O:24]. Given the reactants [CH2:1]1[CH:5]2[CH2:6][NH:7][CH2:8][CH:4]2[CH2:3][N:2]1[C:9]1[CH:18]=[N:17][C:16]2[C:11](=[CH:12][CH:13]=[CH:14][CH:15]=2)[N:10]=1.[CH3:19][O:20][C:21]1[CH:29]=[C:28]([O:30][CH3:31])[CH:27]=[CH:26][C:22]=1[C:23](O)=[O:24], predict the reaction product. (6) Given the reactants [CH2:1]([O:8][C:9](=[O:32])[NH:10][C:11]1[CH:16]=[CH:15][CH:14]=[C:13]([CH:17]([NH:27][CH2:28][CH2:29][O:30][CH3:31])[CH2:18][O:19][Si:20]([C:23]([CH3:26])([CH3:25])[CH3:24])([CH3:22])[CH3:21])[CH:12]=1)[C:2]1[CH:7]=[CH:6][CH:5]=[CH:4][CH:3]=1.C(N(CC)CC)C.[O:40](C(OC(C)(C)C)=O)[C:41]([O:43][C:44]([CH3:47])([CH3:46])[CH3:45])=O, predict the reaction product. The product is: [CH2:1]([O:8][C:9](=[O:32])[NH:10][C:11]1[CH:16]=[CH:15][CH:14]=[C:13]([CH:17]([N:27]([C:41]([O:43][C:44]([CH3:47])([CH3:46])[CH3:45])=[O:40])[CH2:28][CH2:29][O:30][CH3:31])[CH2:18][O:19][Si:20]([C:23]([CH3:26])([CH3:25])[CH3:24])([CH3:22])[CH3:21])[CH:12]=1)[C:2]1[CH:7]=[CH:6][CH:5]=[CH:4][CH:3]=1. (7) Given the reactants FC(F)(F)OC1C=CC(N2CCNCC2)=CC=1.[CH3:18][C@H:19]1[CH2:24][N:23]([C:25]2[CH:30]=[CH:29][C:28]([O:31][C:32]([F:35])([F:34])[F:33])=[CH:27][CH:26]=2)[CH2:22][C@@H:21]([CH3:36])[N:20]1[S:37]([C:40]1[CH:48]=[CH:47][CH:46]=[C:45]2[C:41]=1[CH2:42][CH:43]([C:49]#[N:50])[CH2:44]2)(=[O:39])=[O:38].C([Sn](=O)CCCC)CCC.[N:61]([Si](C)(C)C)=[N+:62]=[N-:63], predict the reaction product. The product is: [CH3:18][C@H:19]1[CH2:24][N:23]([C:25]2[CH:30]=[CH:29][C:28]([O:31][C:32]([F:33])([F:35])[F:34])=[CH:27][CH:26]=2)[CH2:22][C@@H:21]([CH3:36])[N:20]1[S:37]([C:40]1[C:41]2[CH2:42][CH:43]([C:49]3[NH:63][N:62]=[N:61][N:50]=3)[CH2:44][C:45]=2[CH:46]=[CH:47][CH:48]=1)(=[O:39])=[O:38].